From a dataset of Forward reaction prediction with 1.9M reactions from USPTO patents (1976-2016). Predict the product of the given reaction. Given the reactants [Cl:1][C:2]1[C:10]([Cl:11])=[CH:9][CH:8]=[CH:7][C:3]=1[C:4]([OH:6])=O.[F:12][C:13]1[CH:18]=[CH:17][C:16]([CH:19]([N:22]2[CH2:27][CH2:26][C:25]([F:29])([F:28])[CH2:24][CH2:23]2)[CH2:20][NH2:21])=[CH:15][CH:14]=1, predict the reaction product. The product is: [Cl:1][C:2]1[C:10]([Cl:11])=[CH:9][CH:8]=[CH:7][C:3]=1[C:4]([NH:21][CH2:20][CH:19]([N:22]1[CH2:23][CH2:24][C:25]([F:29])([F:28])[CH2:26][CH2:27]1)[C:16]1[CH:17]=[CH:18][C:13]([F:12])=[CH:14][CH:15]=1)=[O:6].